This data is from Forward reaction prediction with 1.9M reactions from USPTO patents (1976-2016). The task is: Predict the product of the given reaction. (1) Given the reactants [CH3:1][C:2]1[CH:22]=[C:21]([N+:23]([O-])=O)[CH:20]=[CH:19][C:3]=1[O:4][C:5]1[CH:10]=[CH:9][N:8]=[C:7]([NH:11][C:12]([N:14]2[CH2:18][CH2:17][CH2:16][CH2:15]2)=[O:13])[CH:6]=1.[Cl-].[NH4+].O.C(OCC)(=O)C, predict the reaction product. The product is: [NH2:23][C:21]1[CH:20]=[CH:19][C:3]([O:4][C:5]2[CH:10]=[CH:9][N:8]=[C:7]([NH:11][C:12]([N:14]3[CH2:18][CH2:17][CH2:16][CH2:15]3)=[O:13])[CH:6]=2)=[C:2]([CH3:1])[CH:22]=1. (2) Given the reactants [CH2:1](Br)[C:2]1[CH:7]=[CH:6][CH:5]=[CH:4][CH:3]=1.[Mg].[C:10]([C:18]1[CH:23]=[CH:22][CH:21]=[CH:20][CH:19]=1)(=[O:17])[C:11]1[CH:16]=[CH:15][CH:14]=[CH:13][CH:12]=1, predict the reaction product. The product is: [C:11]1([C:10]([C:18]2[CH:23]=[CH:22][CH:21]=[CH:20][CH:19]=2)([OH:17])[CH2:1][C:2]2[CH:7]=[CH:6][CH:5]=[CH:4][CH:3]=2)[CH:16]=[CH:15][CH:14]=[CH:13][CH:12]=1.